Dataset: Full USPTO retrosynthesis dataset with 1.9M reactions from patents (1976-2016). Task: Predict the reactants needed to synthesize the given product. Given the product [Cl:1][C:2]1[CH:3]=[C:4]([S:23]([NH:27][C:28]2[S:32][N:31]=[CH:30][N:29]=2)(=[O:25])=[O:24])[CH:5]=[CH:6][C:7]=1[C:8]([NH:10][CH2:11][C:12]1[CH:17]=[CH:16][C:15]([C:18]([F:21])([F:20])[F:19])=[C:14]([Cl:22])[CH:13]=1)=[O:9], predict the reactants needed to synthesize it. The reactants are: [Cl:1][C:2]1[CH:3]=[C:4]([S:23](Cl)(=[O:25])=[O:24])[CH:5]=[CH:6][C:7]=1[C:8]([NH:10][CH2:11][C:12]1[CH:17]=[CH:16][C:15]([C:18]([F:21])([F:20])[F:19])=[C:14]([Cl:22])[CH:13]=1)=[O:9].[NH2:27][C:28]1[S:32][N:31]=[CH:30][N:29]=1.Cl.